From a dataset of NCI-60 drug combinations with 297,098 pairs across 59 cell lines. Regression. Given two drug SMILES strings and cell line genomic features, predict the synergy score measuring deviation from expected non-interaction effect. (1) Drug 1: CCC(=C(C1=CC=CC=C1)C2=CC=C(C=C2)OCCN(C)C)C3=CC=CC=C3.C(C(=O)O)C(CC(=O)O)(C(=O)O)O. Cell line: HCT-15. Synergy scores: CSS=11.9, Synergy_ZIP=-6.25, Synergy_Bliss=0.976, Synergy_Loewe=-18.2, Synergy_HSA=-0.697. Drug 2: C1=NC(=NC(=O)N1C2C(C(C(O2)CO)O)O)N. (2) Drug 1: CC(CN1CC(=O)NC(=O)C1)N2CC(=O)NC(=O)C2. Drug 2: C1C(C(OC1N2C=C(C(=O)NC2=O)F)CO)O. Cell line: MDA-MB-435. Synergy scores: CSS=17.5, Synergy_ZIP=-5.83, Synergy_Bliss=-3.13, Synergy_Loewe=-3.44, Synergy_HSA=-2.31. (3) Drug 1: CC1C(C(CC(O1)OC2CC(OC(C2O)C)OC3=CC4=CC5=C(C(=O)C(C(C5)C(C(=O)C(C(C)O)O)OC)OC6CC(C(C(O6)C)O)OC7CC(C(C(O7)C)O)OC8CC(C(C(O8)C)O)(C)O)C(=C4C(=C3C)O)O)O)O. Drug 2: CN1C2=C(C=C(C=C2)N(CCCl)CCCl)N=C1CCCC(=O)O.Cl. Cell line: OVCAR3. Synergy scores: CSS=52.7, Synergy_ZIP=-0.808, Synergy_Bliss=-1.91, Synergy_Loewe=-53.7, Synergy_HSA=-3.39.